Task: Regression. Given a peptide amino acid sequence and an MHC pseudo amino acid sequence, predict their binding affinity value. This is MHC class I binding data.. Dataset: Peptide-MHC class I binding affinity with 185,985 pairs from IEDB/IMGT The peptide sequence is NPDIVIYQY. The MHC is HLA-A03:01 with pseudo-sequence HLA-A03:01. The binding affinity (normalized) is 0.0671.